Dataset: Reaction yield outcomes from USPTO patents with 853,638 reactions. Task: Predict the reaction yield, written as a fraction of the theoretical maximum amount of product (1.0 means a 100% yield; for example, 0.34 means a 34% yield). The reactants are CCC(C)[BH-](C(C)CC)C(C)CC.[K+].[OH:15][C:16]1[CH:25]=[C:24]([C:26]([CH3:31])([CH3:30])[C:27]([OH:29])=[O:28])[CH:23]=[C:22]2[C:17]=1[C@@H:18]1[CH2:37][C:36](=[O:38])[CH2:35][CH2:34][C@H:19]1[C:20]([CH3:33])([CH3:32])[O:21]2. The catalyst is O1CCCC1. The product is [OH:15][C:16]1[CH:25]=[C:24]([C:26]([CH3:30])([CH3:31])[C:27]([OH:29])=[O:28])[CH:23]=[C:22]2[C:17]=1[C@@H:18]1[CH2:37][C@@H:36]([OH:38])[CH2:35][CH2:34][C@H:19]1[C:20]([CH3:33])([CH3:32])[O:21]2. The yield is 0.950.